From a dataset of Forward reaction prediction with 1.9M reactions from USPTO patents (1976-2016). Predict the product of the given reaction. (1) Given the reactants [CH2:1]([N:8]([CH2:18][C:19]1[CH:24]=[CH:23][CH:22]=[CH:21][CH:20]=1)[CH:9]([CH2:13][O:14][CH:15]([F:17])[F:16])[C:10]([OH:12])=O)[C:2]1[CH:7]=[CH:6][CH:5]=[CH:4][CH:3]=1.C(N(CC)CC)C.ClC(OCC(C)C)=O.[F:40][C:41]1[CH:42]=[C:43]([CH:46]=[CH:47][C:48]=1[F:49])[CH2:44][NH2:45], predict the reaction product. The product is: [CH2:18]([N:8]([CH2:1][C:2]1[CH:3]=[CH:4][CH:5]=[CH:6][CH:7]=1)[CH:9]([CH2:13][O:14][CH:15]([F:16])[F:17])[C:10]([NH:45][CH2:44][C:43]1[CH:46]=[CH:47][C:48]([F:49])=[C:41]([F:40])[CH:42]=1)=[O:12])[C:19]1[CH:24]=[CH:23][CH:22]=[CH:21][CH:20]=1. (2) Given the reactants [OH:1][C:2]1[CH:3]=[CH:4][C:5]([I:12])=[C:6]2[C:11]=1[N:10]=[CH:9][CH:8]=[CH:7]2.N1C=CN=C1.[Si:18](Cl)([C:21]([CH3:24])([CH3:23])[CH3:22])([CH3:20])[CH3:19], predict the reaction product. The product is: [Si:18]([O:1][C:2]1[CH:3]=[CH:4][C:5]([I:12])=[C:6]2[C:11]=1[N:10]=[CH:9][CH:8]=[CH:7]2)([C:21]([CH3:24])([CH3:23])[CH3:22])([CH3:20])[CH3:19].